From a dataset of NCI-60 drug combinations with 297,098 pairs across 59 cell lines. Regression. Given two drug SMILES strings and cell line genomic features, predict the synergy score measuring deviation from expected non-interaction effect. (1) Drug 1: C#CCC(CC1=CN=C2C(=N1)C(=NC(=N2)N)N)C3=CC=C(C=C3)C(=O)NC(CCC(=O)O)C(=O)O. Drug 2: CC1C(C(CC(O1)OC2CC(CC3=C2C(=C4C(=C3O)C(=O)C5=C(C4=O)C(=CC=C5)OC)O)(C(=O)CO)O)N)O.Cl. Cell line: UACC62. Synergy scores: CSS=38.4, Synergy_ZIP=-6.69, Synergy_Bliss=-2.34, Synergy_Loewe=-2.00, Synergy_HSA=-1.50. (2) Drug 1: CNC(=O)C1=CC=CC=C1SC2=CC3=C(C=C2)C(=NN3)C=CC4=CC=CC=N4. Drug 2: CN(CCCl)CCCl.Cl. Cell line: UACC-257. Synergy scores: CSS=-4.49, Synergy_ZIP=2.00, Synergy_Bliss=-1.18, Synergy_Loewe=-5.51, Synergy_HSA=-4.84. (3) Drug 1: CCC1=CC2CC(C3=C(CN(C2)C1)C4=CC=CC=C4N3)(C5=C(C=C6C(=C5)C78CCN9C7C(C=CC9)(C(C(C8N6C)(C(=O)OC)O)OC(=O)C)CC)OC)C(=O)OC.C(C(C(=O)O)O)(C(=O)O)O. Drug 2: CCN(CC)CCNC(=O)C1=C(NC(=C1C)C=C2C3=C(C=CC(=C3)F)NC2=O)C. Cell line: SK-OV-3. Synergy scores: CSS=42.2, Synergy_ZIP=-0.0965, Synergy_Bliss=-1.01, Synergy_Loewe=-3.77, Synergy_HSA=0.679. (4) Drug 1: C1CN(CCN1C(=O)CCBr)C(=O)CCBr. Drug 2: C1CNP(=O)(OC1)N(CCCl)CCCl. Cell line: MDA-MB-231. Synergy scores: CSS=10.4, Synergy_ZIP=-5.35, Synergy_Bliss=0.308, Synergy_Loewe=-8.24, Synergy_HSA=0.618. (5) Drug 1: C1C(C(OC1N2C=NC3=C(N=C(N=C32)Cl)N)CO)O. Drug 2: CC1C(C(CC(O1)OC2CC(OC(C2O)C)OC3=CC4=CC5=C(C(=O)C(C(C5)C(C(=O)C(C(C)O)O)OC)OC6CC(C(C(O6)C)O)OC7CC(C(C(O7)C)O)OC8CC(C(C(O8)C)O)(C)O)C(=C4C(=C3C)O)O)O)O. Cell line: SNB-19. Synergy scores: CSS=43.9, Synergy_ZIP=-0.696, Synergy_Bliss=0.862, Synergy_Loewe=0.0697, Synergy_HSA=1.56. (6) Drug 1: C1=C(C(=O)NC(=O)N1)F. Drug 2: C1CCC(C(C1)N)N.C(=O)(C(=O)[O-])[O-].[Pt+4]. Cell line: HOP-62. Synergy scores: CSS=31.1, Synergy_ZIP=-12.9, Synergy_Bliss=-11.2, Synergy_Loewe=-10.6, Synergy_HSA=-8.51.